This data is from Experimentally validated miRNA-target interactions with 360,000+ pairs, plus equal number of negative samples. The task is: Binary Classification. Given a miRNA mature sequence and a target amino acid sequence, predict their likelihood of interaction. The miRNA is ath-miR775 with sequence UUCGAUGUCUAGCAGUGCCA. The protein sequence of the target gene is MEKKKNNNNGGDFGEEESSIDGDILESILSYLPLLDLDSACQVSKSWNRAVFYSLRRLKTMPWLFVYNQRNSPPYTMATMAMAYDPKSEAWIELNTASSPVEHVSVARSSHSTLLYALSPARFSFSTDAFHLTWQHVAPPRVWRIDPIVAVVGRSLIIAGGVCDFEEDRFAVELFDIESGDGAWERCESMPDFLYESASSTWLSVAVSSEKMYVTEKRSGVTCSFNPVTRSWTKLLDLCPGECSLYSRSIGFSVNRLIMAGIIGDEYNPTGIELWEVIDSDESHLKFESIGSMPETYLEK.... Result: 1 (interaction).